The task is: Predict the reactants needed to synthesize the given product.. This data is from Full USPTO retrosynthesis dataset with 1.9M reactions from patents (1976-2016). Given the product [CH2:7]([N:4]1[CH2:5][CH2:6][C@H:2]([NH:1][C:16]([O:18][C:19]([CH3:22])([CH3:21])[CH3:20])=[O:17])[CH2:3]1)[C:8]1[CH:13]=[CH:12][CH:11]=[CH:10][CH:9]=1, predict the reactants needed to synthesize it. The reactants are: [NH2:1][C@H:2]1[CH2:6][CH2:5][N:4]([CH2:7][C:8]2[CH:13]=[CH:12][CH:11]=[CH:10][CH:9]=2)[CH2:3]1.[OH-].[Na+].[C:16](O[C:16]([O:18][C:19]([CH3:22])([CH3:21])[CH3:20])=[O:17])([O:18][C:19]([CH3:22])([CH3:21])[CH3:20])=[O:17].